This data is from Reaction yield outcomes from USPTO patents with 853,638 reactions. The task is: Predict the reaction yield, written as a fraction of the theoretical maximum amount of product (1.0 means a 100% yield; for example, 0.34 means a 34% yield). (1) The reactants are [F:1][C:2]1[CH:3]=[C:4]([C:8]2[C:9]([N:17]3[CH2:22][CH2:21][NH:20][CH2:19][CH2:18]3)=[C:10]3[CH:16]=[CH:15][NH:14][C:11]3=[N:12][CH:13]=2)[CH:5]=[CH:6][CH:7]=1.[C:23]([O:27][C:28]([NH:30][C@H:31]([CH2:35][C:36]1[CH:41]=[CH:40][C:39]([Cl:42])=[CH:38][CH:37]=1)[C:32](O)=[O:33])=[O:29])([CH3:26])([CH3:25])[CH3:24].C1C=CC2N(O)N=NC=2C=1.O.CCN=C=NCCCN(C)C.CCN(C(C)C)C(C)C. The catalyst is C(Cl)Cl. The product is [Cl:42][C:39]1[CH:40]=[CH:41][C:36]([CH2:35][C@@H:31]([NH:30][C:28](=[O:29])[O:27][C:23]([CH3:25])([CH3:24])[CH3:26])[C:32]([N:20]2[CH2:19][CH2:18][N:17]([C:9]3[C:8]([C:4]4[CH:5]=[CH:6][CH:7]=[C:2]([F:1])[CH:3]=4)=[CH:13][N:12]=[C:11]4[NH:14][CH:15]=[CH:16][C:10]=34)[CH2:22][CH2:21]2)=[O:33])=[CH:37][CH:38]=1. The yield is 0.463. (2) The reactants are [CH3:1][O:2][C:3](=[O:12])[C:4]1[CH:9]=[C:8]([OH:10])[CH:7]=[CH:6][C:5]=1[Br:11].[CH2:13](Br)[C:14]1[CH:19]=[CH:18][CH:17]=[CH:16][CH:15]=1.C([O-])([O-])=O.[K+].[K+].O. The catalyst is CN(C=O)C.CCOC(C)=O. The product is [CH2:13]([O:10][C:8]1[CH:7]=[CH:6][C:5]([Br:11])=[C:4]([CH:9]=1)[C:3]([O:2][CH3:1])=[O:12])[C:14]1[CH:19]=[CH:18][CH:17]=[CH:16][CH:15]=1. The yield is 1.00. (3) The reactants are [CH2:1]([CH:4]1[CH:30]=[C:29]([CH3:31])[CH2:28][CH:27]([CH3:32])[CH2:26][CH:25]([O:33][CH3:34])[CH:24]2[O:35][C:20]([OH:39])([CH:21]([CH3:38])[CH2:22][CH:23]2[O:36][CH3:37])[C:19](=[O:40])[C:18](=[O:41])[N:17]2[CH:12]([CH2:13][CH2:14][CH2:15][CH2:16]2)[C:11](=[O:42])[O:10][CH:9]([C:43]([CH3:54])=[CH:44][CH:45]2[CH2:50][CH2:49][CH:48]([OH:51])[CH:47]([O:52][CH3:53])[CH2:46]2)[CH:8]([CH3:55])[CH:7]([O:56][Si:57]([C:60]([CH3:63])([CH3:62])[CH3:61])([CH3:59])[CH3:58])[CH2:6][C:5]1=[O:64])[CH:2]=[CH2:3].[C:65]([Si:69]([CH3:83])([CH3:82])[O:70][C:71](=[O:81])[CH2:72][CH2:73][CH2:74][CH2:75][CH2:76][CH2:77][C:78](O)=[O:79])([CH3:68])([CH3:67])[CH3:66].CN(C1C=CC=CN=1)C.Cl.CN(C)CCCN=C=NCC. The catalyst is C(OCC)(=O)C.O.C(Cl)Cl. The product is [CH2:1]([CH:4]1[CH:30]=[C:29]([CH3:31])[CH2:28][CH:27]([CH3:32])[CH2:26][CH:25]([O:33][CH3:34])[CH:24]2[O:35][C:20]([OH:39])([CH:21]([CH3:38])[CH2:22][CH:23]2[O:36][CH3:37])[C:19](=[O:40])[C:18](=[O:41])[N:17]2[CH:12]([CH2:13][CH2:14][CH2:15][CH2:16]2)[C:11](=[O:42])[O:10][CH:9]([C:43]([CH3:54])=[CH:44][CH:45]2[CH2:50][CH2:49][CH:48]([O:51][C:78](=[O:79])[CH2:77][CH2:76][CH2:75][CH2:74][CH2:73][CH2:72][C:71]([O:70][Si:69]([C:65]([CH3:67])([CH3:66])[CH3:68])([CH3:82])[CH3:83])=[O:81])[CH:47]([O:52][CH3:53])[CH2:46]2)[CH:8]([CH3:55])[CH:7]([O:56][Si:57]([C:60]([CH3:61])([CH3:62])[CH3:63])([CH3:58])[CH3:59])[CH2:6][C:5]1=[O:64])[CH:2]=[CH2:3]. The yield is 0.246.